Dataset: Full USPTO retrosynthesis dataset with 1.9M reactions from patents (1976-2016). Task: Predict the reactants needed to synthesize the given product. (1) Given the product [N:7]1[CH:8]=[CH:9][C:4]([N:2]2[C:16]([NH2:17])=[C:12]3[CH2:13][CH2:14][CH2:15][C:11]3=[N:3]2)=[CH:5][N:6]=1, predict the reactants needed to synthesize it. The reactants are: Br.[NH:2]([C:4]1[CH:9]=[CH:8][N:7]=[N:6][CH:5]=1)[NH2:3].O=[C:11]1[CH2:15][CH2:14][CH2:13][CH:12]1[C:16]#[N:17]. (2) Given the product [NH2:7][CH2:8][CH2:9][CH2:10][N:11]([CH2:16][C:17]1[CH:22]=[CH:21][CH:20]=[C:19]([C:23]2[CH:28]=[CH:27][N:26]=[C:25]([NH:31][CH2:32][CH2:33][C:34]3[CH:39]=[CH:38][C:37]([OH:40])=[C:36]([OH:41])[CH:35]=3)[N:24]=2)[CH:18]=1)[S:12]([CH3:15])(=[O:13])=[O:14], predict the reactants needed to synthesize it. The reactants are: C(OC(=O)[NH:7][CH2:8][CH2:9][CH2:10][N:11]([CH2:16][C:17]1[CH:22]=[CH:21][CH:20]=[C:19]([C:23]2[CH:28]=[CH:27][N:26]=[C:25](Cl)[N:24]=2)[CH:18]=1)[S:12]([CH3:15])(=[O:14])=[O:13])(C)(C)C.[NH2:31][CH2:32][CH2:33][C:34]1[CH:35]=[C:36]([OH:41])[C:37]([OH:40])=[CH:38][CH:39]=1. (3) Given the product [C:1]([NH:5][S:7][S:8][S:9][CH2:10][CH2:11][CH2:12][CH2:13][CH2:14][CH2:15][S:16][S:17][S:18][NH:5][C:1]([CH3:4])([CH3:3])[CH3:2])([CH3:4])([CH3:3])[CH3:2], predict the reactants needed to synthesize it. The reactants are: [C:1]([NH2:5])([CH3:4])([CH3:3])[CH3:2].Cl[S:7][S:8][S:9][CH2:10][CH2:11][CH2:12][CH2:13][CH2:14][CH2:15][S:16][S:17][S:18]Cl. (4) Given the product [CH3:68][O:69][C:70]1[CH:71]=[C:72]([NH:73][C:2]2[CH:3]=[CH:4][C:5]3[N:6]([C:8]([C:11]4[S:19][C:18]5[C:13](=[N:14][CH:15]=[CH:16][CH:17]=5)[CH:12]=4)=[CH:9][N:10]=3)[N:7]=2)[CH:74]=[CH:75][C:76]=1[O:77][CH3:78], predict the reactants needed to synthesize it. The reactants are: Cl[C:2]1[CH:3]=[CH:4][C:5]2[N:6]([C:8]([C:11]3[S:19][C:18]4[C:13](=[N:14][CH:15]=[CH:16][CH:17]=4)[CH:12]=3)=[CH:9][N:10]=2)[N:7]=1.CC1(C)C2C(=C(P(C3C=CC=CC=3)C3C=CC=CC=3)C=CC=2)OC2C(P(C3C=CC=CC=3)C3C=CC=CC=3)=CC=CC1=2.C(=O)([O-])[O-].[K+].[K+].[CH3:68][O:69][C:70]1[CH:71]=[C:72]([CH:74]=[CH:75][C:76]=1[O:77][CH3:78])[NH2:73]. (5) Given the product [N+:4]([C:5]1[CH:14]=[C:13]2[C:9]([CH2:10][CH2:11][CH2:12]2)=[CH:8][C:6]=1[NH:7][C:17](=[O:20])[CH3:18])([O-:16])=[O:22], predict the reactants needed to synthesize it. The reactants are: IC1N=[N+:4]([O-:16])[C:5]2[CH:14]=[C:13]3[C:9]([CH2:10][CH:11](C)[CH2:12]3)=[CH:8][C:6]=2[N:7]=1.[CH2:17]([OH:20])[CH:18]=C.C([O-])(O)=[O:22].[Na+]. (6) Given the product [C:29]([O:33][C:34](=[O:42])[C@@H:35]([N:36]1[C:18](=[O:26])[C:17]2[C:21](=[CH:22][CH:23]=[CH:24][C:16]=2[CH2:15][NH:14][C:13]([O:12][C:8]([CH3:9])([CH3:10])[CH3:11])=[O:27])[C:20]1=[O:25])[CH2:37][CH2:38][C:39](=[O:41])[NH2:40])([CH3:32])([CH3:30])[CH3:31], predict the reactants needed to synthesize it. The reactants are: C(N(CC)CC)C.[C:8]([O:12][C:13](=[O:27])[NH:14][CH2:15][C:16]1[CH:24]=[CH:23][CH:22]=[C:21]2[C:17]=1[C:18](=[O:26])O[C:20]2=[O:25])([CH3:11])([CH3:10])[CH3:9].Cl.[C:29]([O:33][C:34](=[O:42])[C@H:35]([CH2:37][CH2:38][C:39](=[O:41])[NH2:40])[NH2:36])([CH3:32])([CH3:31])[CH3:30].O.